This data is from M1 muscarinic receptor antagonist screen with 61,756 compounds. The task is: Binary Classification. Given a drug SMILES string, predict its activity (active/inactive) in a high-throughput screening assay against a specified biological target. The drug is Fc1ccc(c2onc(n2)c2cc(ccc2)C)cc1. The result is 0 (inactive).